Dataset: Forward reaction prediction with 1.9M reactions from USPTO patents (1976-2016). Task: Predict the product of the given reaction. (1) Given the reactants [F:1][C:2]([F:17])([F:16])[C:3]1[CH:4]=[C:5]([C@@H:13](O)[CH3:14])[CH:6]=[C:7]([C:9]([F:12])([F:11])[F:10])[CH:8]=1.P(Br)(Br)[Br:19].Br, predict the reaction product. The product is: [Br:19][C@@H:13]([C:5]1[CH:4]=[C:3]([C:2]([F:17])([F:16])[F:1])[CH:8]=[C:7]([C:9]([F:12])([F:11])[F:10])[CH:6]=1)[CH3:14]. (2) Given the reactants [F:1][C:2]1[N:7]=[C:6]([C:8]2[C:16]3[C:11](=[CH:12][N:13]=[C:14]([C:17]4[CH:18]=[N:19][CH:20]=[CH:21][CH:22]=4)[CH:15]=3)[N:10](C3CCCCO3)[N:9]=2)[CH:5]=[CH:4][CH:3]=1, predict the reaction product. The product is: [F:1][C:2]1[N:7]=[C:6]([C:8]2[C:16]3[C:11](=[CH:12][N:13]=[C:14]([C:17]4[CH:18]=[N:19][CH:20]=[CH:21][CH:22]=4)[CH:15]=3)[NH:10][N:9]=2)[CH:5]=[CH:4][CH:3]=1. (3) Given the reactants [Cl:1][CH2:2][CH2:3][CH2:4][CH2:5][C:6]1(CC)[C:14]2[C:9](=[CH:10][CH:11]=[C:12]([CH3:15])[CH:13]=2)[NH:8][C:7]1=[O:16].[Cl:19][C:20]1[S:28][C:27]2[CH2:26][CH2:25][NH:24][CH2:23][C:22]=2[CH:21]=1, predict the reaction product. The product is: [ClH:1].[Cl:19][C:20]1[S:28][C:27]2[CH2:26][CH2:25][N:24]([CH2:2][CH2:3][CH2:4][CH2:5][CH:6]3[C:14]4[C:9](=[CH:10][CH:11]=[C:12]([CH3:15])[CH:13]=4)[NH:8][C:7]3=[O:16])[CH2:23][C:22]=2[CH:21]=1. (4) The product is: [CH2:26]([CH:25]([CH2:24][NH:32][S:29]([CH3:28])(=[O:31])=[O:30])[CH2:48][NH:40][S:29]([CH3:28])(=[O:31])=[O:30])[C:27]#[CH:22]. Given the reactants C(C(CO)CO)C#C.[C:26]1(P([C:22]2[CH:27]=[CH:26][CH:25]=[CH:24]C=2)[C:26]2[CH:27]=[CH:22]C=[CH:24][CH:25]=2)[CH:27]=[CH:22]C=[CH:24][CH:25]=1.[CH3:28][S:29]([NH:32]C(=O)OC(C)(C)C)(=[O:31])=[O:30].[NH:40]([C:48](OC(C)C)=O)NC(OC(C)C)=O.N(C([O-])=O)NC([O-])=O, predict the reaction product. (5) Given the reactants [CH3:1][S:2](Cl)(=[O:4])=[O:3].[F:6][C:7]1[CH:12]=[CH:11][C:10]([C:13]2[N:18]=[C:17]([NH:19][C:20]([C:22]3[O:23][CH:24]=[CH:25][CH:26]=3)=[O:21])[C:16]([CH2:27][OH:28])=[C:15]([C:29]3[CH:34]=[CH:33][CH:32]=[C:31]([N+:35]([O-:37])=[O:36])[CH:30]=3)[CH:14]=2)=[C:9]([O:38][CH2:39][O:40][CH3:41])[CH:8]=1.C(N(CC)CC)C, predict the reaction product. The product is: [CH3:1][S:2]([O:28][CH2:27][C:16]1[C:17]([NH:19][C:20]([C:22]2[O:23][CH:24]=[CH:25][CH:26]=2)=[O:21])=[N:18][C:13]([C:10]2[CH:11]=[CH:12][C:7]([F:6])=[CH:8][C:9]=2[O:38][CH2:39][O:40][CH3:41])=[CH:14][C:15]=1[C:29]1[CH:34]=[CH:33][CH:32]=[C:31]([N+:35]([O-:37])=[O:36])[CH:30]=1)(=[O:4])=[O:3].